Dataset: Human Reference Interactome with 51,813 positive PPI pairs across 8,248 proteins, plus equal number of experimentally-validated negative pairs. Task: Binary Classification. Given two protein amino acid sequences, predict whether they physically interact or not. (1) Protein 1 (ENSG00000119616) has sequence MGKQKKTRKYATMKRMLSLRDQRLKEKDRLKPKKKEKKDPSALKEREVPQHPSCLFFQYNTQLGPPYHILVDTNFINFSIKAKLDLVQSMMDCLYAKCIPCITDCVMAEIEKLGQKYRVALRIAKDPRFERLPCTHKGTYADDCLVQRVTQHKCYIVATVDRDLKRRIRKIPGVPIMYISNHRYNIERMPDDYGAPRF*MMDCLYAKCIPCITDCVMAEIEKLGQKYRVALRIAKDPRFERLPCTHKGTYADDCLVQRVTMKRMLSLRDQRLKEKDRLKPKKKEKKDPSALKEREVPQHP.... Protein 2 (ENSG00000166797) has sequence MQRVSGLLSWTLSRVLWLSGLSEPGAARQPRIMEEKALEVYDLIRTIRDPEKPNTLEELEVVSESCVEVQEINEEEYLVIIRFTPTVPHCSLATLIGLCLRVKLQRCLPFKHKLEIYISEGTHSTEEDINKQINDKERVAAAMENPNLREIVEQCVLEPD*MQRVSGLLSWTLSRVLWLSGLSEPGAARQPRIMEEKALEVYDLIRTIRDPEKPNTLEELEVVSESCVEVQEINEEEYLVIIRFTPTVPHCSLATLIVGNLHF*MQRVSGLLSWTLSRVLWLSGLSEPGAARQPRIMEEK.... Result: 0 (the proteins do not interact). (2) Protein 1 (ENSG00000054116) has sequence MSRQANRGTESKKMSSELFTLTYGALVTQLCKDYENDEDVNKQLDKMGFNIGVRLIEDFLARSNVGRCHDFRETADVIAKVAFKMYLGITPSITNWSPAGDEFSLILENNPLVDFVELPDNHSSLIYSNLLCGVLRGALEMVQMAVEAKFVQDTLKGDGVTEIRMRFIRRIEDNLPAGEE*MSRQANRGTESKKMSSELFTLTYGALVTQLCKDYENDEDVNKQLDKMGFNIGVRLIEDFLARSNVGRCHDFRETADVIAKERKMFLGKQNKTKRQAKLYDAVKERGAASCTDASPLLS*.... Protein 2 (ENSG00000163132) has sequence MAPAADMTSLPLGVKVEDSAFGKPAGGGAGQAPSAAAATAAAMGADEEGAKPKVSPSLLPFSVEALMADHRKPGAKESALAPSEGVQAAGGSAQPLGVPPGSLGAPDAPSSPRPLGHFSVGGLLKLPEDALVKAESPEKPERTPWMQSPRFSPPPARRLSPPACTLRKHKTNRKPRTPFTTAQLLALERKFRQKQYLSIAERAEFSSSLSLTETQVKIWFQNRRAKAKRLQEAELEKLKMAAKPMLPPAAFGLSFPLGGPAAVAAAAGASLYGASGPFQRAALPVAPVGLYTAHVGYSMY.... Result: 0 (the proteins do not interact). (3) Protein 1 (ENSG00000136527) has sequence XPIADVSIVYDQQSRRSRGFAFVYFENVDDAKEAKERANGMELDGRRIRVDFSITKRPHTPTPGIYMGRPTYGSSRRRDYYDRGYDRGYDDRDYYSRSYRRRSPSPYYSRGGYRSRSRSRSYSPRRY*MSDSGEQNYGERVNVEEGKCGSRHLTSFINEYLKLRNK*XMELDGRRIRVDFSITKRPHTPTPGIYMGRPTYGSSRRRDYYDRGYDRGYDDRDYYSRSYRGGGGGGGGWRAAQDRDQIYRRSPSPYYSRGGYRSRSRSRSYSPRRY*MSTRRRHVGNRANPDPNCCLGVFGL.... Protein 2 (ENSG00000178567) has sequence MWMTPKRSKMEVDEALVFRPEWTQRYLVVEPPEGDGALCLVCRRLIVATRERDVRRHYEAEHEYYERYVADGERAALVERLRQGDLPVASFTPEERAARAGLGLCRLLALKGRGWGEGDFVYQCMEVLLREVLPEHVSVLQGVDLSPDITRQRILSIDRNLRNQLFNRARDFKAYSLALDDQAFVAYENYLLVFIRGVGPELEVQEDLLTIINLTHHFSVGALMSAILESLQTAGLSLQRMVGLTTTHTLRMIGENSGLVSYMREKAVSPNCWNVIHYSGFLHLELLSSYDVDVNQIINT.... Result: 1 (the proteins interact). (4) Protein 1 (ENSG00000275895) has sequence MAEYLASIFGTEKDKVNCSFYFKIGACRHGDRCSRLHNKPTFSQTIALLNIYRNPQNSSQSADGLRCAVSDVEMQEHYDEFFEEVFTEMEEKYGEVEEMNVCDNLGDHLVGNVYVKFRREEDAEKAVIDLNNRWFNGQPIHAELSPVTDFREACCRQYEMGECTRGGFCNFMHLKPISRELRRELYGRRRKKHRSRSRSRERRSRSRDRGRGGGGGGGGGGGGRERDRRRSRDRERSGRF*MAEYLASIFGTEKDKVNCSFYFKIGACRHGDRCSRLHNKPTFSQTILIQNIYRNPQNSA.... Protein 2 (ENSG00000137440) has sequence MKICSLTLLSFLLLAAQVLLVEGKKKVKNGLHSKVVSEQKDTLGNTQIKQKSRPGNKGKFVTKDQANCRWAATEQEEGISLKVECTQLDHEFSCVFAGNPTSCLKLKDERVYWKQVARNLRSQKDICRYSKTAVKTRVCRKDFPESSLKLVSSTLFGNTKPRKEKTEMSPREHIKGKETTPSSLAVTQTMATKAPECVEDPDMANQRKTALEFCGETWSSLCTFFLSIVQDTSC*. Result: 0 (the proteins do not interact). (5) Protein 2 (ENSG00000125533) has sequence MAELKSLSGDAYLALSHGYAAAAAGLAYGAAREPEAARGYGTPGPGGDLPAAPAPRAPAQAAESSGEQSGDEDDAFEQRRRRRGPGSAADGRRRPREQRSLRLSINARERRRMHDLNDALDGLRAVIPYAHSPSVRKLSKIATLLLAKNYILMQAQALDEMRRLVAFLNQGQGLAAPVNAAPLTPFGQATVCPFSAGAALGPCPDKCAAFSGTPSALCKHCHEKP*MSIRPPGEPPSPGGAAMAELKSLSGDAYLALSHGYAAAAAGLAYGAAREPEAARGYGTPGPGGDLPAAPAPRAP.... Protein 1 (ENSG00000183255) has sequence MAPGVARGPTPYWRLRLGGAALLLLLIPVAAAQEPPGAACSQNTNKTCEECLKNVSCLWCNTNKACLDYPVTSVLPPASLCKLSSARWGVCWVNFEALIITMSVVGGTLLLGIAICCCCCCRRKRSRKPDRSEEKAMREREERRIRQEERRAEMKTRHDEIRKKYGLFKEENPYARFENN*MGQAVSCVLGRLQPVKCTGARRVGRRGLRKQTSQECLWCNTNKACLDYPVTSVLPPASLCKLSSARWGVCWVNFEALIITMSVVGGTLLLGIAICCCCCCRRKRSRKPDRSEEKAMRER.... Result: 0 (the proteins do not interact). (6) Protein 1 (ENSG00000128610) has sequence MDSSCHNATTKMLATAPARGNMMSTSKPLAFSIERMDSSCHNATTKMLATAPARGNMMSTSKPLAFSIERIMARTPEPKALPVPHFLQGALPKGEPKHSLHLNSSIPCMIPFVPVAYDTSPKAGVTGSEPRKASLEAPAAPAAVPSAPAFSCSDLLNCALSLKGDLARDALPLQQYKLVRPRVVNHSSFHAMGALCYLNRGDGPCHPAAGVNIHPVASYFLSSPLHPQPKTYLAERNKLVVPAVEKYPSGVAFKDLSQAQLQHYMKESAQLLSEKIAFKTSDFSRGSPNAKPKVFTCEVC.... Protein 2 (ENSG00000169188) has sequence MLRVVSWNINGIRRPLQGVANQEPSNCAAVAVGRILDELDADIVCLQETKVTRDALTEPLAIVEGYNSYFSFSRNRSGYSGVATFCKDNATPVAAEEGLSGLFATQNGDVGCYGNMDEFTQEELRALDSEGRALLTQHKIRTWEGKEKTLTLINVYCPHADPGRPERLVFKMRFYRLLQIRAEALLAAGSHVIILGDLNTAHRPIDHWDAVNLECFEEDPGRKWMDSLLSNLGCQSASHVGPFIDSYRCFQPKQEGAFTCWSAVTGARHLNYGSRLDYVLGDRTLVIDTFQASFLLPEVM.... Result: 0 (the proteins do not interact). (7) Protein 1 (ENSG00000134717) has sequence MNQEKLAKLQAQVRIGGKGTARRKKKVVHRTATADDKKLQSSLKKLAVNNIAGIEEVNMIKDDGTVIHFNNPKVQASLSANTFAITGHAEAKPITEMLPGILSQLGADSLTSLRKLAEQFPRQVLDSKAPKPEDIDEEDDDVPDLVENFDEASKNEAN*MNQEKLAKLQAQVRIGGKVFLTNSYLFFHVGEYEYQLSYSLYFLKPKEELVVSN*MIKDDGTVIHFNNPKVQASLSANTFAITGHAEAKPITEMLPGILSQLGADSLTSLRKLAEQFPRQVLDSKAPKPEDIDEEDDDVPD.... Protein 2 (ENSG00000129824) has sequence MARGPKKHLKRVAAPKHWMLDKLTGVFAPRPSTGPHKLRECLPLIVFLRNRLKYALTGDEVKKICMQRFIKIDGKVRVDVTYPAGFMDVISIEKTGEHFRLVYDTKGRFAVHRITVEEAKYKLCKVRKITVGVKGIPHLVTHDARTIRYPDPVIKVNDTVQIDLGTGKIINFIKFDTGNLCMVIGGANLGRVGVITNRERHPGSFDVVHVKDANGNSFATRLSNIFVIGNGNKPWISLPRGKGIRLTVAEERDKRLATKQSSG*MLGRPAKFSKARGPKKHLKRVAAPKHWMLDKLTGVF.... Result: 0 (the proteins do not interact). (8) Protein 1 (ENSG00000164211) has sequence MEGLSDVASFATKLKNTLIQYHSIEEDKWRVAKKTKDVTVWRKPSEEFNGYLYKAQGVIDDLVYSIIDHIRPGPCRLDWDSLMTSLDILENFEENCCVMRYTTAGQLWNIISPREFVDFSYTVGYKEGLLSCGISLDWDEKRPEFVRGYNHPCGWFCVPLKDNPNQSLLTGYIQTDLRGMIPQSAVDTAMASTLTNFYGDLRKAL*MEGLSDVASFATKLKNTLIQYHSIEEDKWRVAKKTKDVTVWRKPSEEFNGYLVLKGYVIKRATKPKVL*MEGLSDVASFATKLKNTLIQYHSIE.... Protein 2 (ENSG00000165868) has sequence MADKEAGGSDGPRETAPTSAYSSPARSLGDTGITPLSPSHIVNDTDSNVSEQQSFLVVVAVDFGTTSSGYAYSFTKEPECIHVMRRWEGGDPGVSNQKTPTTILLTPERKFHSFGYAARDFYHDLDPNEAKQWLYLEKFKMKLHTTGDLTMDTDLTAANGKKVKALEIFAYALQYFKEQALKELSDQAGSEFENSDVRWVITVPAIWKQPAKQFMRQAAYQAGLASPENSEQLIIALEPEAASIYCRKLRLHQMIELSSKAAVNGYSGSDTVGAGFTQAKEHIRRNRQSRTFLVENVIGE.... Result: 0 (the proteins do not interact). (9) Protein 2 (ENSG00000005812) has sequence MKRGGRDSDRNSSEEGTAEKSKKLRTTNEHSQTCDWGNLLQDIILQVFKYLPLLDRAHASQVCRNWNQVFHMPDLWRCFEFELNQPATSYLKATHPELIKQIIKRHSNHLQYVSFKVDSSKESAEAACDILSQLVNCSLKTLGLISTARPSFMDLPKSHFISALTVVFVNSKSLSSLKIDDTPVDDPSLKVLVANNSDTLKLLKMSSCPHVSPAGILCVADQCHGLRELALNYHLLSDELLLALSSEKHVRLEHLRIDVVSENPGQTHFHTIQKSSWDAFIRHSPKVNLVMYFFLYEEEF.... Protein 1 (ENSG00000232258) has sequence MNPFRLENVTVSESSRQLLTMHGTFVILLPLSLILMVFGGMTGFLSFLLQAYLLLLLTGILFLFGAMVTLAGISVYIAYSAAAFREALCLLEEKALLDQVDISFGWSLALGWISFIAELLTGAAFLAAARELSLRRRQDQAI*MRVHLGGLAGAAALTGALSFVLLAAAIGTDFWYIIDTERLERTGPGAQDLLGSINRSQPEPLSSHSGLWRTCRVQSPCTPLMNPFRLENVTVSESSRQLLTMHGTFVILLPLSLILMVFGGMTGFLSFLLQAYLLLLLTGILFLFGAMVTLAGISVY.... Result: 0 (the proteins do not interact).